Dataset: Catalyst prediction with 721,799 reactions and 888 catalyst types from USPTO. Task: Predict which catalyst facilitates the given reaction. The catalyst class is: 18. Reactant: [CH3:1][O:2][C:3]1[CH:20]=[CH:19][C:6]([C:7]([CH:9]2[CH2:14][CH2:13][N:12]([CH2:15][C:16]([OH:18])=O)[CH2:11][CH2:10]2)=[O:8])=[CH:5][C:4]=1[CH3:21].CCN=C=NCCCN(C)C.Cl.C1C=CC2N(O)N=NC=2C=1.C(N(CC)CC)C.[NH2:51][CH2:52][C:53]1[NH:54][C:55](=[O:63])[C:56]2[CH2:62][O:61][CH2:60][CH2:59][C:57]=2[N:58]=1. Product: [CH3:1][O:2][C:3]1[CH:20]=[CH:19][C:6]([C:7]([CH:9]2[CH2:10][CH2:11][N:12]([CH2:15][C:16]([NH:51][CH2:52][C:53]3[NH:54][C:55](=[O:63])[C:56]4[CH2:62][O:61][CH2:60][CH2:59][C:57]=4[N:58]=3)=[O:18])[CH2:13][CH2:14]2)=[O:8])=[CH:5][C:4]=1[CH3:21].